Predict which catalyst facilitates the given reaction. From a dataset of Catalyst prediction with 721,799 reactions and 888 catalyst types from USPTO. Reactant: C([O:4][C:5]1[CH:10]=[CH:9][CH:8]=[C:7]([Br:11])[CH:6]=1)C=C.N([C:17]1[CH:22]=CC=C[CH:18]=1)(CC)CC. Product: [CH2:22]([C:6]1[C:7]([Br:11])=[CH:8][CH:9]=[CH:10][C:5]=1[OH:4])[CH:17]=[CH2:18].[CH2:22]([C:10]1[CH:9]=[CH:8][C:7]([Br:11])=[CH:6][C:5]=1[OH:4])[CH:17]=[CH2:18]. The catalyst class is: 25.